From a dataset of Full USPTO retrosynthesis dataset with 1.9M reactions from patents (1976-2016). Predict the reactants needed to synthesize the given product. (1) Given the product [Cl:23][C:24]1[CH:25]=[C:26]([CH:29]=[CH:30][CH:31]=1)[CH2:27][NH:28][C:4]1[N:9]=[C:8]([C:10]2[C:18]3[C:13](=[N:14][C:15]([NH:19][CH2:20][CH2:21][OH:22])=[N:16][CH:17]=3)[NH:12][N:11]=2)[CH:7]=[CH:6][N:5]=1, predict the reactants needed to synthesize it. The reactants are: CS([C:4]1[N:9]=[C:8]([C:10]2[C:18]3[C:13](=[N:14][C:15]([NH:19][CH2:20][CH2:21][OH:22])=[N:16][CH:17]=3)[NH:12][N:11]=2)[CH:7]=[CH:6][N:5]=1)=O.[Cl:23][C:24]1[CH:25]=[C:26]([CH:29]=[CH:30][CH:31]=1)[CH2:27][NH2:28]. (2) Given the product [Br:12][C:13]1[CH:20]=[CH:19][C:16]([C:17]([N:21]([OH:22])[C:23]2[CH:28]=[CH:27][CH:26]=[CH:25][CH:24]=2)=[O:18])=[CH:15][CH:14]=1, predict the reactants needed to synthesize it. The reactants are: C1CCN2C(=NCCC2)CC1.[Br:12][C:13]1[CH:20]=[CH:19][C:16]([CH:17]=[O:18])=[CH:15][CH:14]=1.[N:21]([C:23]1[CH:28]=[CH:27][CH:26]=[CH:25][CH:24]=1)=[O:22]. (3) Given the product [Cl:1][C:2]1[CH:26]=[CH:25][CH:24]=[CH:23][C:3]=1[C:4]1[N:13]([C:14]2[CH:19]=[CH:18][C:17]([O:20][CH3:21])=[CH:16][C:15]=2[CH3:22])[C:8]2[CH:9]=[CH:10][CH:11]=[CH:12][C:7]=2[N:6]=1, predict the reactants needed to synthesize it. The reactants are: [Cl:1][C:2]1[CH:26]=[CH:25][CH:24]=[CH:23][C:3]=1[C:4]([NH:6][C:7]1[CH:12]=[CH:11][CH:10]=[CH:9][C:8]=1[NH:13][C:14]1[CH:19]=[CH:18][C:17]([O:20][CH3:21])=[CH:16][C:15]=1[CH3:22])=O.Cl.O1CCOCC1.C(=O)(O)[O-].[Na+]. (4) Given the product [CH2:17]([O:13][C:12](=[O:14])[CH2:11][CH2:10][CH2:9][CH2:8][CH2:7][CH2:6][CH2:5][CH2:4][CH2:3][CH2:2][C:1]([OH:16])=[O:15])[C:18]1[CH:23]=[CH:22][CH:21]=[CH:20][CH:19]=1, predict the reactants needed to synthesize it. The reactants are: [C:1]([OH:16])(=[O:15])[CH2:2][CH2:3][CH2:4][CH2:5][CH2:6][CH2:7][CH2:8][CH2:9][CH2:10][CH2:11][C:12]([OH:14])=[O:13].[CH2:17](O)[C:18]1[CH:23]=[CH:22][CH:21]=[CH:20][CH:19]=1.C1(N=C=NC2CCCCC2)CCCCC1.C(OCC)(=O)C.CCCCCC. (5) Given the product [C:1]([O:5][C:6]([N:8]1[CH2:9][CH2:10][N:11]([C:14]([C:16]2[C:24]3[C:19](=[CH:20][C:21]([O:25][CH2:49][CH2:48][O:47][CH3:46])=[CH:22][CH:23]=3)[N:18]([C:26]3[CH:27]=[CH:28][CH:29]=[CH:30][CH:31]=3)[C:17]=2[O:32][C:33]2[CH:38]=[CH:37][CH:36]=[CH:35][C:34]=2[CH3:39])=[O:15])[CH2:12][CH2:13]1)=[O:7])([CH3:4])([CH3:3])[CH3:2], predict the reactants needed to synthesize it. The reactants are: [C:1]([O:5][C:6]([N:8]1[CH2:13][CH2:12][N:11]([C:14]([C:16]2[C:24]3[C:19](=[CH:20][C:21]([OH:25])=[CH:22][CH:23]=3)[N:18]([C:26]3[CH:31]=[CH:30][CH:29]=[CH:28][CH:27]=3)[C:17]=2[O:32][C:33]2[CH:38]=[CH:37][CH:36]=[CH:35][C:34]=2[CH3:39])=[O:15])[CH2:10][CH2:9]1)=[O:7])([CH3:4])([CH3:3])[CH3:2].C(=O)([O-])[O-].[Cs+].[Cs+].[CH3:46][O:47][CH2:48][CH2:49]Br. (6) Given the product [Cl:1][C:2]1[CH:7]=[CH:6][C:5](/[CH:8]=[CH:9]/[C:10]([N:44]2[CH2:49][CH2:48][CH:47]([OH:50])[CH2:46][CH2:45]2)=[O:12])=[C:4]([CH2:13][N:14]2[N:18]=[N:17][C:16]([CH3:19])=[N:15]2)[CH:3]=1, predict the reactants needed to synthesize it. The reactants are: [Cl:1][C:2]1[CH:7]=[CH:6][C:5](/[CH:8]=[CH:9]/[C:10]([OH:12])=O)=[C:4]([CH2:13][N:14]2[N:18]=[N:17][C:16]([CH3:19])=[N:15]2)[CH:3]=1.CN(C(ON1N=NC2C=CC=NC1=2)=[N+](C)C)C.F[P-](F)(F)(F)(F)F.[NH:44]1[CH2:49][CH2:48][CH:47]([OH:50])[CH2:46][CH2:45]1.CCN(C(C)C)C(C)C. (7) Given the product [CH2:1]([N:3]1[C:15]2[CH:14]=[N:13][C:12]([CH:16]=[O:17])=[CH:11][C:10]=2[C:9]2[C:4]1=[CH:5][CH:6]=[CH:7][CH:8]=2)[CH3:2], predict the reactants needed to synthesize it. The reactants are: [CH2:1]([N:3]1[C:15]2[CH:14]=[N:13][C:12]([CH2:16][OH:17])=[CH:11][C:10]=2[C:9]2[C:4]1=[CH:5][CH:6]=[CH:7][CH:8]=2)[CH3:2]. (8) Given the product [O:31]1[CH2:30][CH2:29][N:28]([C:11]2[O:12][C:13]3[C:8]([C:9](=[O:34])[CH:10]=2)=[CH:7][C:6]([C:4]([O:3][CH3:2])=[O:5])=[CH:15][C:14]=3[C@H:16]2[CH2:20][CH2:19][CH2:18][NH:17]2)[CH2:33][CH2:32]1, predict the reactants needed to synthesize it. The reactants are: Cl.[CH3:2][O:3][C:4]([C:6]1[CH:7]=[C:8]2[C:13](=[C:14]([C@H:16]3[CH2:20][CH2:19][CH2:18][N:17]3C(OC(C)(C)C)=O)[CH:15]=1)[O:12][C:11]([N:28]1[CH2:33][CH2:32][O:31][CH2:30][CH2:29]1)=[CH:10][C:9]2=[O:34])=[O:5].